Predict the product of the given reaction. From a dataset of Forward reaction prediction with 1.9M reactions from USPTO patents (1976-2016). (1) The product is: [OH:8][C:9]1[C:18]2[C:13](=[CH:14][C:15]([O:19][CH3:20])=[CH:16][CH:17]=2)[N:12]=[C:11]([N:26]2[CH:27]=[C:23]([CH3:22])[N:24]=[CH:25]2)[CH:10]=1. Given the reactants C([O:8][C:9]1[C:18]2[C:13](=[CH:14][C:15]([O:19][CH3:20])=[CH:16][CH:17]=2)[N:12]=[C:11](Cl)[CH:10]=1)C1C=CC=CC=1.[CH3:22][C:23]1[N:24]=[CH:25][NH:26][CH:27]=1, predict the reaction product. (2) Given the reactants [Br:1][C:2]1[CH:15]=[C:14]2[C:5]([CH2:6][C:7]3([C:13]42[NH:19][C:18](=S)[C:17]([CH3:21])=[N:16]4)[CH2:12][CH2:11][O:10][CH2:9][CH2:8]3)=[CH:4][CH:3]=1.[NH3:22], predict the reaction product. The product is: [Br:1][C:2]1[CH:15]=[C:14]2[C:5]([CH2:6][C:7]3([C:13]42[N:19]=[C:18]([NH2:22])[C:17]([CH3:21])=[N:16]4)[CH2:12][CH2:11][O:10][CH2:9][CH2:8]3)=[CH:4][CH:3]=1.